From a dataset of Reaction yield outcomes from USPTO patents with 853,638 reactions. Predict the reaction yield, written as a fraction of the theoretical maximum amount of product (1.0 means a 100% yield; for example, 0.34 means a 34% yield). (1) The reactants are C([N:8]1[CH:16]=[C:15]2[C:10]([CH:11]=[C:12]([C:17]3[CH:18]=[C:19]([CH:27]4[O:32][CH2:31][CH2:30][N:29](CC5C=CC=CC=5)[CH2:28]4)[N:20]4[C:25]=3[C:24]([NH2:26])=[N:23][CH:22]=[N:21]4)[CH:13]=[CH:14]2)=[N:9]1)C1C=CC=CC=1. The catalyst is [Pd].C(O)(=O)C. The product is [N:9]1[NH:8][CH:16]=[C:15]2[C:10]=1[CH:11]=[C:12]([C:17]1[CH:18]=[C:19]([CH:27]3[O:32][CH2:31][CH2:30][NH:29][CH2:28]3)[N:20]3[C:25]=1[C:24]([NH2:26])=[N:23][CH:22]=[N:21]3)[CH:13]=[CH:14]2. The yield is 0.270. (2) The reactants are [F:1][C:2]1[CH:10]=[C:9]([C:11]([OH:13])=O)[C:8]([NH:14][C:15]2[CH:20]=[CH:19][CH:18]=[CH:17][CH:16]=2)=[CH:7][C:3]=1[C:4]([OH:6])=[O:5].C(=O)(O)[O-].[Na+]. No catalyst specified. The product is [F:1][C:2]1[C:3]([C:4]([OH:6])=[O:5])=[CH:7][C:8]2[NH:14][C:15]3[C:20](=[CH:19][CH:18]=[CH:17][CH:16]=3)[C:11](=[O:13])[C:9]=2[CH:10]=1. The yield is 0.840. (3) The product is [Cl:8][C:7]1[C:2]2[N:1]=[C:10]([C:11]3[CH:16]=[CH:15][CH:14]=[CH:13][CH:12]=3)[O:17][C:3]=2[N:4]=[CH:5][N:6]=1. No catalyst specified. The reactants are [NH2:1][C:2]1[C:3](Cl)=[N:4][CH:5]=[N:6][C:7]=1[Cl:8].[C:10](Cl)(=[O:17])[C:11]1[CH:16]=[CH:15][CH:14]=[CH:13][CH:12]=1. The yield is 0.775. (4) The reactants are [N:1]1[C:10]2[C:5](=[CH:6][CH:7]=[CH:8][CH:9]=2)[C:4]([C:11]2[CH:12]=[N:13][N:14]3[CH:19]=[C:18]([C:20]([O:22]CC)=[O:21])[CH:17]=[N:16][C:15]=23)=[CH:3][CH:2]=1.[Li+].[OH-].CC(O)=O. The catalyst is C1COCC1.O. The product is [N:1]1[C:10]2[C:5](=[CH:6][CH:7]=[CH:8][CH:9]=2)[C:4]([C:11]2[CH:12]=[N:13][N:14]3[CH:19]=[C:18]([C:20]([OH:22])=[O:21])[CH:17]=[N:16][C:15]=23)=[CH:3][CH:2]=1. The yield is 1.07. (5) The product is [CH2:7]([NH:6][C:3]1[CH:4]=[CH:5][S:1][CH:2]=1)[CH2:8][CH2:9][CH2:10][CH3:11]. The catalyst is C1COCC1. The reactants are [S:1]1[CH:5]=[CH:4][C:3]([NH:6][C:7](=O)[CH2:8][CH2:9][CH2:10][CH3:11])=[CH:2]1.[H-].[H-].[H-].[H-].[Li+].[Al+3]. The yield is 0.790.